Dataset: Reaction yield outcomes from USPTO patents with 853,638 reactions. Task: Predict the reaction yield, written as a fraction of the theoretical maximum amount of product (1.0 means a 100% yield; for example, 0.34 means a 34% yield). (1) The yield is 0.740. The catalyst is C(C#N)(C)=O.C(Cl)Cl. The product is [C:1]1([C:6]2[NH:7][C:8]3[C:13]([CH:14]=2)=[C:12]([O:15][CH2:29][CH2:30][O:31][CH2:32][CH3:33])[CH:11]=[CH:10][CH:9]=3)[CH2:5][CH2:4][CH2:3][CH:2]=1. The reactants are [C:1]1([C:6]2[NH:7][C:8]3[C:13]([CH:14]=2)=[C:12]([O:15][Si](C(C)C)(C(C)C)C(C)C)[CH:11]=[CH:10][CH:9]=3)[CH2:5][CH2:4][CH2:3][CH:2]=1.[F-].[Cs+].Br[CH2:29][CH2:30][O:31][CH2:32][CH3:33]. (2) The reactants are [N+:1]([C:4]1[CH:5]=[CH:6][CH:7]=[C:8]2[C:12]=1[NH:11][C:10]([C:13]([O:15]C)=[O:14])=[CH:9]2)([O-:3])=[O:2].[OH-].[Na+].Cl. The catalyst is O1CCCC1.O. The product is [N+:1]([C:4]1[CH:5]=[CH:6][CH:7]=[C:8]2[C:12]=1[NH:11][C:10]([C:13]([OH:15])=[O:14])=[CH:9]2)([O-:3])=[O:2]. The yield is 0.990. (3) The reactants are C([O:4][CH2:5][C:6]1[N:7]=[C:8](/[CH:11]=[CH:12]/[C:13]2[CH:18]=[CH:17][C:16]([C:19]([F:22])([F:21])[F:20])=[CH:15][CH:14]=2)[O:9][CH:10]=1)(=O)C.[OH-].[Na+].O. The catalyst is CS(C)=O. The product is [OH:4][CH2:5][C:6]1[N:7]=[C:8](/[CH:11]=[CH:12]/[C:13]2[CH:18]=[CH:17][C:16]([C:19]([F:22])([F:21])[F:20])=[CH:15][CH:14]=2)[O:9][CH:10]=1. The yield is 0.950. (4) The reactants are [Cl:1][C:2]1[CH:3]=[C:4]([CH:6]=[CH:7][C:8]=1[Cl:9])[NH2:5].[OH-].[Na+].[CH3:12][C:13]([CH3:18])([CH3:17])[C:14](Cl)=[O:15]. The catalyst is CC(OC)(C)C. The product is [Cl:1][C:2]1[CH:3]=[C:4]([NH:5][C:14](=[O:15])[C:13]([CH3:18])([CH3:17])[CH3:12])[CH:6]=[CH:7][C:8]=1[Cl:9]. The yield is 0.860. (5) The reactants are Br[C:2]1[CH:3]=[C:4]([O:9][C:10]([F:13])([F:12])[F:11])[C:5]([NH2:8])=[N:6][CH:7]=1.[CH3:14][C:15]1([CH3:31])[C:19]([CH3:21])([CH3:20])[O:18][B:17]([B:17]2[O:18][C:19]([CH3:21])([CH3:20])[C:15]([CH3:31])([CH3:14])[O:16]2)[O:16]1.C([O-])(=O)C.[K+]. The catalyst is O1CCOCC1.[Pd](Cl)Cl.C1(P(C2C=CC=CC=2)[C-]2C=CC=C2)C=CC=CC=1.[C-]1(P(C2C=CC=CC=2)C2C=CC=CC=2)C=CC=C1.[Fe+2]. The product is [CH3:14][C:15]1([CH3:31])[C:19]([CH3:21])([CH3:20])[O:18][B:17]([C:2]2[CH:3]=[C:4]([O:9][C:10]([F:13])([F:12])[F:11])[C:5]([NH2:8])=[N:6][CH:7]=2)[O:16]1. The yield is 0.840. (6) The reactants are Cl[C:2]1[CH:7]=[CH:6][C:5]([N+:8]([O-:10])=[O:9])=[CH:4][N:3]=1.[CH:11]([O:14][Na])([CH3:13])[CH3:12]. The catalyst is CC(O)C. The product is [O:14]([C:2]1[CH:7]=[CH:6][C:5]([N+:8]([O-:10])=[O:9])=[CH:4][N:3]=1)[CH:11]([CH3:13])[CH3:12]. The yield is 0.790. (7) The reactants are [H-].[Na+].[O:3]1[CH2:8][CH2:7][CH:6]([OH:9])[CH2:5][CH2:4]1.[Cl:10][C:11]1[C:16](Cl)=[N:15][CH:14]=[CH:13][N:12]=1. The catalyst is C1COCC1. The product is [Cl:10][C:11]1[C:16]([O:9][CH:6]2[CH2:7][CH2:8][O:3][CH2:4][CH2:5]2)=[N:15][CH:14]=[CH:13][N:12]=1. The yield is 0.710. (8) The reactants are [N:1]([C@H:4]([C@@H:7]1[O:11]C(=O)[N:9]([C:13]([O:15][C:16]([CH3:19])([CH3:18])[CH3:17])=[O:14])[CH2:8]1)[CH2:5][CH3:6])=[N+:2]=[N-:3].C(=O)([O-])[O-].[Cs+].[Cs+]. The catalyst is CO. The product is [N:1]([C@H:4]([C@@H:7]([CH2:8][NH:9][C:13]([O:15][C:16]([CH3:17])([CH3:19])[CH3:18])=[O:14])[OH:11])[CH2:5][CH3:6])=[N+:2]=[N-:3]. The yield is 0.900. (9) The reactants are [Cl:1][C:2]1[CH:3]=[C:4]2[C:10](B3OC(C)(C)C(C)(C)O3)=[CH:9][N:8]([S:20]([C:23]3[CH:28]=[CH:27][C:26]([CH3:29])=[CH:25][CH:24]=3)(=[O:22])=[O:21])[C:5]2=[N:6][CH:7]=1.Cl[C:31]1[N:36]=[C:35]([NH:37][C@H:38]2[CH2:42][CH2:41][N:40]([C:43]([O:45][C:46]([CH3:49])([CH3:48])[CH3:47])=[O:44])[CH2:39]2)[C:34]([F:50])=[CH:33][N:32]=1. The catalyst is COCCOC.C([O-])([O-])=O.[Na+].[Na+].C1C=CC([P]([Pd]([P](C2C=CC=CC=2)(C2C=CC=CC=2)C2C=CC=CC=2)([P](C2C=CC=CC=2)(C2C=CC=CC=2)C2C=CC=CC=2)[P](C2C=CC=CC=2)(C2C=CC=CC=2)C2C=CC=CC=2)(C2C=CC=CC=2)C2C=CC=CC=2)=CC=1. The product is [Cl:1][C:2]1[CH:3]=[C:4]2[C:10]([C:31]3[N:36]=[C:35]([NH:37][C@H:38]4[CH2:42][CH2:41][N:40]([C:43]([O:45][C:46]([CH3:48])([CH3:47])[CH3:49])=[O:44])[CH2:39]4)[C:34]([F:50])=[CH:33][N:32]=3)=[CH:9][N:8]([S:20]([C:23]3[CH:24]=[CH:25][C:26]([CH3:29])=[CH:27][CH:28]=3)(=[O:21])=[O:22])[C:5]2=[N:6][CH:7]=1. The yield is 0.420.